From a dataset of CYP2C19 inhibition data for predicting drug metabolism from PubChem BioAssay. Regression/Classification. Given a drug SMILES string, predict its absorption, distribution, metabolism, or excretion properties. Task type varies by dataset: regression for continuous measurements (e.g., permeability, clearance, half-life) or binary classification for categorical outcomes (e.g., BBB penetration, CYP inhibition). Dataset: cyp2c19_veith. (1) The molecule is O=C(NCc1ccccc1)c1ccc2c(c1)C(=O)N(CC1CCCO1)C2=O. The result is 0 (non-inhibitor). (2) The compound is CN1[C@H]2CC[C@@H]1CC(O)C2. The result is 0 (non-inhibitor).